Task: Regression. Given a peptide amino acid sequence and an MHC pseudo amino acid sequence, predict their binding affinity value. This is MHC class II binding data.. Dataset: Peptide-MHC class II binding affinity with 134,281 pairs from IEDB (1) The peptide sequence is KGNKTCGFVDERGLY. The MHC is DRB1_0701 with pseudo-sequence DRB1_0701. The binding affinity (normalized) is 0.0757. (2) The peptide sequence is VDIKPKDSDEFIPMK. The MHC is DRB1_0701 with pseudo-sequence DRB1_0701. The binding affinity (normalized) is 0.159. (3) The peptide sequence is ERIFKRFDTNGDGKI. The MHC is HLA-DPA10201-DPB11401 with pseudo-sequence HLA-DPA10201-DPB11401. The binding affinity (normalized) is 0. (4) The peptide sequence is FPGGKCSGITVSSTY. The MHC is DRB1_0701 with pseudo-sequence DRB1_0701. The binding affinity (normalized) is 0.0212. (5) The peptide sequence is NLALSIKYNKEGDSM. The MHC is HLA-DQA10301-DQB10302 with pseudo-sequence HLA-DQA10301-DQB10302. The binding affinity (normalized) is 0.205. (6) The MHC is HLA-DPA10301-DPB10402 with pseudo-sequence HLA-DPA10301-DPB10402. The binding affinity (normalized) is 0.488. The peptide sequence is AYESYKFIPALEAAV.